Dataset: NCI-60 drug combinations with 297,098 pairs across 59 cell lines. Task: Regression. Given two drug SMILES strings and cell line genomic features, predict the synergy score measuring deviation from expected non-interaction effect. (1) Drug 1: CC1=CC2C(CCC3(C2CCC3(C(=O)C)OC(=O)C)C)C4(C1=CC(=O)CC4)C. Drug 2: CS(=O)(=O)CCNCC1=CC=C(O1)C2=CC3=C(C=C2)N=CN=C3NC4=CC(=C(C=C4)OCC5=CC(=CC=C5)F)Cl. Cell line: NCIH23. Synergy scores: CSS=-1.20, Synergy_ZIP=1.51, Synergy_Bliss=3.71, Synergy_Loewe=1.09, Synergy_HSA=1.06. (2) Drug 1: CN(CC1=CN=C2C(=N1)C(=NC(=N2)N)N)C3=CC=C(C=C3)C(=O)NC(CCC(=O)O)C(=O)O. Drug 2: C1CC(C1)(C(=O)O)C(=O)O.[NH2-].[NH2-].[Pt+2]. Cell line: HCT-15. Synergy scores: CSS=9.13, Synergy_ZIP=0.456, Synergy_Bliss=-5.12, Synergy_Loewe=-12.1, Synergy_HSA=-11.5. (3) Drug 1: C1=NC2=C(N1)C(=S)N=CN2. Drug 2: CCCCCOC(=O)NC1=NC(=O)N(C=C1F)C2C(C(C(O2)C)O)O. Cell line: K-562. Synergy scores: CSS=2.59, Synergy_ZIP=-2.02, Synergy_Bliss=-2.26, Synergy_Loewe=-6.89, Synergy_HSA=-4.82. (4) Synergy scores: CSS=40.0, Synergy_ZIP=-13.9, Synergy_Bliss=-9.33, Synergy_Loewe=-7.08, Synergy_HSA=-4.31. Cell line: KM12. Drug 1: C1=NC2=C(N1)C(=S)N=C(N2)N. Drug 2: C1=NC2=C(N=C(N=C2N1C3C(C(C(O3)CO)O)F)Cl)N. (5) Drug 1: C1=CC(=CC=C1C#N)C(C2=CC=C(C=C2)C#N)N3C=NC=N3. Drug 2: C1CC(=O)NC(=O)C1N2C(=O)C3=CC=CC=C3C2=O. Cell line: SN12C. Synergy scores: CSS=-1.73, Synergy_ZIP=2.06, Synergy_Bliss=0.810, Synergy_Loewe=-1.37, Synergy_HSA=-3.00. (6) Drug 1: C(CC(=O)O)C(=O)CN.Cl. Drug 2: CS(=O)(=O)OCCCCOS(=O)(=O)C. Cell line: LOX IMVI. Synergy scores: CSS=24.6, Synergy_ZIP=1.26, Synergy_Bliss=2.21, Synergy_Loewe=1.71, Synergy_HSA=4.53. (7) Drug 1: CN(CC1=CN=C2C(=N1)C(=NC(=N2)N)N)C3=CC=C(C=C3)C(=O)NC(CCC(=O)O)C(=O)O. Drug 2: CC(C)NC(=O)C1=CC=C(C=C1)CNNC.Cl. Cell line: MALME-3M. Synergy scores: CSS=4.00, Synergy_ZIP=1.76, Synergy_Bliss=4.29, Synergy_Loewe=3.48, Synergy_HSA=3.04.